From a dataset of Forward reaction prediction with 1.9M reactions from USPTO patents (1976-2016). Predict the product of the given reaction. (1) Given the reactants [F:1][C:2]([F:19])([F:18])[C:3]1[CH:4]=[C:5]([C:9]2[CH:14]=[CH:13][CH:12]=[C:11]([CH2:15][CH2:16][OH:17])[CH:10]=2)[CH:6]=[CH:7][CH:8]=1, predict the reaction product. The product is: [F:1][C:2]([F:18])([F:19])[C:3]1[CH:4]=[C:5]([C:9]2[CH:14]=[CH:13][CH:12]=[C:11]([CH2:15][CH:16]=[O:17])[CH:10]=2)[CH:6]=[CH:7][CH:8]=1. (2) Given the reactants Cl.[F:2][C:3]1[CH:24]=[CH:23][C:6]([O:7][C:8]2[CH:9]=[C:10]([NH:14][C:15]([CH:17]3[CH2:22][CH2:21][NH:20][CH2:19][CH2:18]3)=[O:16])[CH:11]=[CH:12][CH:13]=2)=[CH:5][CH:4]=1.Cl[C:26]1[C:27]2[C:34]([CH3:35])=[CH:33][NH:32][C:28]=2[N:29]=[CH:30][N:31]=1.C(N(CC)CC)C, predict the reaction product. The product is: [F:2][C:3]1[CH:24]=[CH:23][C:6]([O:7][C:8]2[CH:9]=[C:10]([NH:14][C:15]([CH:17]3[CH2:18][CH2:19][N:20]([C:26]4[C:27]5[C:34]([CH3:35])=[CH:33][NH:32][C:28]=5[N:29]=[CH:30][N:31]=4)[CH2:21][CH2:22]3)=[O:16])[CH:11]=[CH:12][CH:13]=2)=[CH:5][CH:4]=1. (3) Given the reactants [CH2:1]1[C:10]2[CH:9]=[CH:8][CH:7]=[C:6]([OH:11])[C:5]=2[CH2:4][CH2:3][CH2:2]1.[Cl:12][C:13]1[CH:18]=[C:17]([S:19]([C:22]([F:25])([F:24])[F:23])(=[O:21])=[O:20])[CH:16]=[CH:15][C:14]=1[N:26]=[C:27]=[O:28], predict the reaction product. The product is: [Cl:12][C:13]1[CH:18]=[C:17]([S:19]([C:22]([F:25])([F:24])[F:23])(=[O:21])=[O:20])[CH:16]=[CH:15][C:14]=1[NH:26][C:27]([C:7]1[CH:8]=[CH:9][C:10]2[CH2:1][CH2:2][CH2:3][CH2:4][C:5]=2[C:6]=1[OH:11])=[O:28]. (4) The product is: [CH3:2][O:3][C:4](=[O:9])[C:5]([O:8][C:11]1[C:16]([N+:17]([O-:19])=[O:18])=[CH:15][CH:14]=[C:13]([Br:20])[N:12]=1)([CH3:7])[CH3:6]. Given the reactants [Na].[CH3:2][O:3][C:4](=[O:9])[C:5]([OH:8])([CH3:7])[CH3:6].Br[C:11]1[C:16]([N+:17]([O-:19])=[O:18])=[CH:15][CH:14]=[C:13]([Br:20])[N:12]=1, predict the reaction product. (5) Given the reactants [CH2:1]([N:8]1[CH2:13][CH2:12][N:11]([C:14](=[O:36])[C@@H:15]([NH:23][CH2:24][C:25]2[CH:30]=[CH:29][C:28]([CH2:31][CH2:32][CH2:33][CH2:34][CH3:35])=[CH:27][CH:26]=2)[CH2:16][C:17]2[CH:22]=[CH:21][CH:20]=[CH:19][CH:18]=2)[CH2:10][CH2:9]1)[C:2]1[CH:7]=[CH:6][CH:5]=[CH:4][CH:3]=1.[F:37][C:38]([F:51])([F:50])[C:39]1[CH:49]=[CH:48][CH:47]=[CH:46][C:40]=1/[CH:41]=[CH:42]/[C:43](O)=[O:44], predict the reaction product. The product is: [CH2:16]([C@H:15]([N:23]([CH2:24][C:25]1[CH:26]=[CH:27][C:28]([CH2:31][CH2:32][CH2:33][CH2:34][CH3:35])=[CH:29][CH:30]=1)[C:43](=[O:44])[CH:42]=[CH:41][C:40]1[CH:46]=[CH:47][CH:48]=[CH:49][C:39]=1[C:38]([F:50])([F:51])[F:37])[C:14]([N:11]1[CH2:10][CH2:9][N:8]([CH2:1][C:2]2[CH:7]=[CH:6][CH:5]=[CH:4][CH:3]=2)[CH2:13][CH2:12]1)=[O:36])[C:17]1[CH:22]=[CH:21][CH:20]=[CH:19][CH:18]=1.